This data is from Forward reaction prediction with 1.9M reactions from USPTO patents (1976-2016). The task is: Predict the product of the given reaction. (1) Given the reactants CC(C1C=CC(CCOC2[N:23]=[CH:22][N:21]=C3C=2C=CC=C3)=CC=1)(C)C.CC1C(/C=N\OCC2C=CC(C(O[C:43]([CH3:46])([CH3:45])[CH3:44])=O)=CC=2)=C(OC2C=CC=CC=2)N(C)N=1.CCC1N=CN=C(NCC[O:66][C:67]2[CH:72]=[CH:71][C:70](CCOCC)=[C:69](C)[C:68]=2C)C=1Cl.CC(C1C=CC(C[S:92]C2C=NN(C(C)(C)C)C(=O)C=2Cl)=CC=1)(C)C.CCC1C(Cl)=C(C(NC[C:117]2[CH:118]=[CH:119][C:120]([C:123]([CH3:126])([CH3:125])C)=[CH:121][CH:122]=2)=O)N(C)N=1.[CH3:128][CH2:129][C:130]1C(Cl)=C(C(NCC2C=CC(OC3C=CC(C)=CC=3)=CC=2)=O)N(C)N=1, predict the reaction product. The product is: [CH3:126][CH:123]([C:120]1[C:121]([NH:23][C:22]([NH:21][C:43]([CH3:44])([CH3:45])[CH3:46])=[S:92])=[C:122]([CH:129]([CH3:130])[CH3:128])[CH:117]=[C:118]([O:66][C:67]2[CH:68]=[CH:69][CH:70]=[CH:71][CH:72]=2)[CH:119]=1)[CH3:125]. (2) Given the reactants CCN(C(C)C)C(C)C.[F:10][C:11]([F:28])([F:27])[O:12][C:13]1[CH:14]=[CH:15][CH:16]=[C:17]2[C:22]=1[O:21][C:20](=[O:23])[C:19]([C:24]([OH:26])=O)=[CH:18]2.CN(C(ON1N=NC2C=CC=NC1=2)=[N+](C)C)C.F[P-](F)(F)(F)(F)F.[CH3:53][O:54][C:55]1[CH:56]=[C:57]([C:63]2[CH:68]=[CH:67][CH:66]=[C:65]([NH2:69])[CH:64]=2)[CH:58]=[CH:59][C:60]=1[O:61][CH3:62], predict the reaction product. The product is: [CH3:53][O:54][C:55]1[CH:56]=[C:57]([C:63]2[CH:68]=[CH:67][CH:66]=[C:65]([NH:69][C:24]([C:19]3[C:20](=[O:23])[O:21][C:22]4[C:17]([CH:18]=3)=[CH:16][CH:15]=[CH:14][C:13]=4[O:12][C:11]([F:10])([F:28])[F:27])=[O:26])[CH:64]=2)[CH:58]=[CH:59][C:60]=1[O:61][CH3:62]. (3) Given the reactants [H-].[Na+].[O:3]1[CH:7]=[CH:6][C:5]([CH2:8][C:9]#[N:10])=[N:4]1.Br[CH2:12][CH2:13]Br.O, predict the reaction product. The product is: [O:3]1[CH:7]=[CH:6][C:5]([C:8]2([C:9]#[N:10])[CH2:13][CH2:12]2)=[N:4]1. (4) The product is: [O:21]1[CH:22]=[CH:23][C:19]([C:2]#[C:1][N:3]2[C:11]3[CH:10]=[CH:9][C:8]([CH3:12])=[CH:7][C:6]=3[C:5]3[CH2:13][N:14]([CH3:17])[CH2:15][CH2:16][C:4]2=3)=[CH:20]1. Given the reactants [C:1]([N:3]1[C:11]2[CH:10]=[CH:9][C:8]([CH3:12])=[CH:7][C:6]=2[C:5]2[CH2:13][N:14]([CH3:17])[CH2:15][CH2:16][C:4]1=2)#[CH:2].Br[C:19]1[CH:23]=[CH:22][O:21][CH:20]=1.CCCC[N+](CCCC)(CCCC)CCCC.[F-], predict the reaction product. (5) Given the reactants [CH3:1][C:2]([CH3:15])([C:5](=[O:14])[CH:6]=[CH:7][C:8]1[CH:13]=[CH:12][N:11]=[CH:10][CH:9]=1)[C:3]#[N:4].[C-]#N.[Na+].[Cl:19][C:20]1[CH:27]=[CH:26][C:23]([CH:24]=[O:25])=[CH:22][C:21]=1[O:28][CH3:29].C(=O)([O-])O.[Na+], predict the reaction product. The product is: [Cl:19][C:20]1[CH:27]=[CH:26][C:23]([C:24](=[O:25])[CH:7]([C:8]2[CH:9]=[CH:10][N:11]=[CH:12][CH:13]=2)[CH2:6][C:5](=[O:14])[C:2]([CH3:15])([CH3:1])[C:3]#[N:4])=[CH:22][C:21]=1[O:28][CH3:29]. (6) Given the reactants [O:1]=[C:2]([OH:14])[C@@H:3]([C@H:5]([C@@H:7]([C@@H:9]([C:11]([OH:13])=[O:12])[OH:10])[OH:8])[OH:6])[OH:4].[Na:15][Na].O=C[C@@H]([C@H]([C@@H]([C@@H](CO)O)O)O)O, predict the reaction product. The product is: [O:1]=[C:2]([O-:14])[C@@H:3]([C@H:5]([C@@H:7]([C@@H:9]([C:11]([O-:13])=[O:12])[OH:10])[OH:8])[OH:6])[OH:4].[Na+:15].[Na+:15].